This data is from TCR-epitope binding with 47,182 pairs between 192 epitopes and 23,139 TCRs. The task is: Binary Classification. Given a T-cell receptor sequence (or CDR3 region) and an epitope sequence, predict whether binding occurs between them. (1) The epitope is KLNVGDYFV. The TCR CDR3 sequence is CASSEEAGEYNEQFF. Result: 0 (the TCR does not bind to the epitope). (2) The epitope is AVFDRKSDAK. The TCR CDR3 sequence is CASSPRGPAYGYTF. Result: 1 (the TCR binds to the epitope). (3) Result: 1 (the TCR binds to the epitope). The TCR CDR3 sequence is CSVESMGEAFF. The epitope is SLVKPSFYV. (4) The epitope is NLNESLIDL. The TCR CDR3 sequence is CASSSPPGEQFF. Result: 1 (the TCR binds to the epitope). (5) The epitope is KAYNVTQAF. The TCR CDR3 sequence is CASSQGTTDTQYF. Result: 0 (the TCR does not bind to the epitope). (6) The epitope is AVFDRKSDAK. The TCR CDR3 sequence is CASTPGTSGETYYNEQFF. Result: 0 (the TCR does not bind to the epitope). (7) The epitope is TLDSKTQSL. The TCR CDR3 sequence is CASSQGLYSNQPQHF. Result: 0 (the TCR does not bind to the epitope). (8) The epitope is LLLGIGILV. The TCR CDR3 sequence is CSASGTGGVETQYF. Result: 1 (the TCR binds to the epitope). (9) The epitope is KAYNVTQAF. The TCR CDR3 sequence is CSAEAGWTEAFF. Result: 1 (the TCR binds to the epitope).